From a dataset of Peptide-MHC class I binding affinity with 185,985 pairs from IEDB/IMGT. Regression. Given a peptide amino acid sequence and an MHC pseudo amino acid sequence, predict their binding affinity value. This is MHC class I binding data. (1) The peptide sequence is TSAFNKKTFD. The MHC is H-2-Kb with pseudo-sequence H-2-Kb. The binding affinity (normalized) is 0.325. (2) The peptide sequence is EEAALCTFL. The MHC is HLA-B44:02 with pseudo-sequence HLA-B44:02. The binding affinity (normalized) is 0.435. (3) The peptide sequence is RPPIFIRRL. The MHC is HLA-A26:01 with pseudo-sequence HLA-A26:01. The binding affinity (normalized) is 0.